Dataset: NCI-60 drug combinations with 297,098 pairs across 59 cell lines. Task: Regression. Given two drug SMILES strings and cell line genomic features, predict the synergy score measuring deviation from expected non-interaction effect. (1) Drug 1: C1=C(C(=O)NC(=O)N1)N(CCCl)CCCl. Drug 2: C1CNP(=O)(OC1)N(CCCl)CCCl. Cell line: COLO 205. Synergy scores: CSS=47.4, Synergy_ZIP=9.13, Synergy_Bliss=6.15, Synergy_Loewe=-10.7, Synergy_HSA=7.59. (2) Drug 1: C1C(C(OC1N2C=NC3=C(N=C(N=C32)Cl)N)CO)O. Drug 2: CC1=C2C(C(=O)C3(C(CC4C(C3C(C(C2(C)C)(CC1OC(=O)C(C(C5=CC=CC=C5)NC(=O)OC(C)(C)C)O)O)OC(=O)C6=CC=CC=C6)(CO4)OC(=O)C)O)C)O. Cell line: HCT116. Synergy scores: CSS=31.7, Synergy_ZIP=1.23, Synergy_Bliss=-2.82, Synergy_Loewe=-9.97, Synergy_HSA=-5.24. (3) Drug 1: CC1=C(C=C(C=C1)NC2=NC=CC(=N2)N(C)C3=CC4=NN(C(=C4C=C3)C)C)S(=O)(=O)N.Cl. Drug 2: COC1=C(C=C2C(=C1)N=CN=C2NC3=CC(=C(C=C3)F)Cl)OCCCN4CCOCC4. Cell line: HCT-15. Synergy scores: CSS=60.8, Synergy_ZIP=13.2, Synergy_Bliss=12.1, Synergy_Loewe=-6.23, Synergy_HSA=10.7. (4) Drug 1: CC1=CC2C(CCC3(C2CCC3(C(=O)C)OC(=O)C)C)C4(C1=CC(=O)CC4)C. Drug 2: C1=NC2=C(N1)C(=S)N=C(N2)N. Cell line: KM12. Synergy scores: CSS=33.1, Synergy_ZIP=3.34, Synergy_Bliss=-2.75, Synergy_Loewe=-35.6, Synergy_HSA=-10.2. (5) Synergy scores: CSS=12.1, Synergy_ZIP=-4.20, Synergy_Bliss=1.63, Synergy_Loewe=-1.06, Synergy_HSA=0.550. Cell line: A549. Drug 1: CC1=C(C(CCC1)(C)C)C=CC(=CC=CC(=CC(=O)O)C)C. Drug 2: C1=NC2=C(N=C(N=C2N1C3C(C(C(O3)CO)O)F)Cl)N. (6) Drug 1: CC1=C(C=C(C=C1)NC2=NC=CC(=N2)N(C)C3=CC4=NN(C(=C4C=C3)C)C)S(=O)(=O)N.Cl. Drug 2: CC=C1C(=O)NC(C(=O)OC2CC(=O)NC(C(=O)NC(CSSCCC=C2)C(=O)N1)C(C)C)C(C)C. Cell line: HOP-62. Synergy scores: CSS=50.7, Synergy_ZIP=4.51, Synergy_Bliss=-2.98, Synergy_Loewe=-50.9, Synergy_HSA=-0.988. (7) Drug 1: CS(=O)(=O)C1=CC(=C(C=C1)C(=O)NC2=CC(=C(C=C2)Cl)C3=CC=CC=N3)Cl. Drug 2: C1=NC2=C(N1)C(=S)N=CN2. Cell line: NCI/ADR-RES. Synergy scores: CSS=10.5, Synergy_ZIP=-11.4, Synergy_Bliss=-17.6, Synergy_Loewe=-30.0, Synergy_HSA=-15.3.